From a dataset of NCI-60 drug combinations with 297,098 pairs across 59 cell lines. Regression. Given two drug SMILES strings and cell line genomic features, predict the synergy score measuring deviation from expected non-interaction effect. (1) Drug 1: C1CC(C1)(C(=O)O)C(=O)O.[NH2-].[NH2-].[Pt+2]. Drug 2: CC=C1C(=O)NC(C(=O)OC2CC(=O)NC(C(=O)NC(CSSCCC=C2)C(=O)N1)C(C)C)C(C)C. Cell line: OVCAR-4. Synergy scores: CSS=17.7, Synergy_ZIP=0.609, Synergy_Bliss=5.01, Synergy_Loewe=-12.7, Synergy_HSA=2.59. (2) Drug 1: CS(=O)(=O)C1=CC(=C(C=C1)C(=O)NC2=CC(=C(C=C2)Cl)C3=CC=CC=N3)Cl. Drug 2: CC(C1=C(C=CC(=C1Cl)F)Cl)OC2=C(N=CC(=C2)C3=CN(N=C3)C4CCNCC4)N. Cell line: CCRF-CEM. Synergy scores: CSS=33.8, Synergy_ZIP=-0.840, Synergy_Bliss=3.37, Synergy_Loewe=-13.9, Synergy_HSA=1.88. (3) Drug 1: CNC(=O)C1=CC=CC=C1SC2=CC3=C(C=C2)C(=NN3)C=CC4=CC=CC=N4. Drug 2: CCCCC(=O)OCC(=O)C1(CC(C2=C(C1)C(=C3C(=C2O)C(=O)C4=C(C3=O)C=CC=C4OC)O)OC5CC(C(C(O5)C)O)NC(=O)C(F)(F)F)O. Cell line: SK-MEL-28. Synergy scores: CSS=-3.51, Synergy_ZIP=8.48, Synergy_Bliss=4.02, Synergy_Loewe=0.542, Synergy_HSA=0.542.